Dataset: Catalyst prediction with 721,799 reactions and 888 catalyst types from USPTO. Task: Predict which catalyst facilitates the given reaction. (1) Reactant: [C:1]([CH:4]([CH2:10][C:11](=O)[CH3:12])[C:5]([O:7][CH2:8][CH3:9])=[O:6])(=O)[CH3:2].[Br:14][C:15]1[CH:20]=[C:19]([NH2:21])[CH:18]=[C:17]([Br:22])[C:16]=1[OH:23]. Product: [Br:14][C:15]1[CH:20]=[C:19]([N:21]2[C:11]([CH3:12])=[CH:10][C:4]([C:5]([O:7][CH2:8][CH3:9])=[O:6])=[C:1]2[CH3:2])[CH:18]=[C:17]([Br:22])[C:16]=1[OH:23]. The catalyst class is: 14. (2) Reactant: [Br:1][CH2:2][C:3]1[CH:8]=[CH:7][C:6]([C:9]2[CH:14]=[CH:13][C:12]([CH2:15][O:16][C:17]3[CH:22]=[CH:21][C:20]([CH:23]4[N:26]([C:27]5[CH:32]=[CH:31][C:30]([F:33])=[CH:29][CH:28]=5)[C:25](=[O:34])[CH:24]4[CH2:35][CH2:36][CH:37]([C:39]4[CH:44]=[CH:43][C:42]([F:45])=[CH:41][CH:40]=4)[OH:38])=[CH:19][CH:18]=3)=[CH:11][CH:10]=2)=[CH:5][CH:4]=1.[CH2:46]1[N:51]2[CH2:52][CH2:53][N:48]([CH2:49][CH2:50]2)[CH2:47]1. Product: [Br-:1].[F:33][C:30]1[CH:31]=[CH:32][C:27]([N:26]2[C:25](=[O:34])[CH:24]([CH2:35][CH2:36][CH:37]([C:39]3[CH:44]=[CH:43][C:42]([F:45])=[CH:41][CH:40]=3)[OH:38])[CH:23]2[C:20]2[CH:21]=[CH:22][C:17]([O:16][CH2:15][C:12]3[CH:13]=[CH:14][C:9]([C:6]4[CH:5]=[CH:4][C:3]([CH2:2][N+:48]56[CH2:53][CH2:52][N:51]([CH2:50][CH2:49]5)[CH2:46][CH2:47]6)=[CH:8][CH:7]=4)=[CH:10][CH:11]=3)=[CH:18][CH:19]=2)=[CH:28][CH:29]=1. The catalyst class is: 11.